Dataset: Full USPTO retrosynthesis dataset with 1.9M reactions from patents (1976-2016). Task: Predict the reactants needed to synthesize the given product. (1) Given the product [CH2:30]([C:33]1([S:36]([N:11]2[C:4]3=[CH:5][C:6]4[S:10][N:9]=[N:8][C:7]=4[C:2]([F:1])=[C:3]3[N:13]([C:14]3[CH:19]=[CH:18][C:17]([Br:20])=[CH:16][C:15]=3[Cl:21])[C:12]2=[O:22])(=[O:38])=[O:37])[CH2:35][CH2:34]1)[CH:31]=[CH2:32], predict the reactants needed to synthesize it. The reactants are: [F:1][C:2]1[C:7]2[N:8]=[N:9][S:10][C:6]=2[CH:5]=[C:4]2[NH:11][C:12](=[O:22])[N:13]([C:14]3[CH:19]=[CH:18][C:17]([Br:20])=[CH:16][C:15]=3[Cl:21])[C:3]=12.C(N(CC)CC)C.[CH2:30]([C:33]1([S:36](Cl)(=[O:38])=[O:37])[CH2:35][CH2:34]1)[CH:31]=[CH2:32]. (2) Given the product [NH2:1][C:2]1[C:3]([C:21]#[N:22])=[N:4][C:5]([C:14]2[CH:19]=[CH:18][C:17](=[O:20])[N:16]([CH3:25])[CH:15]=2)=[C:6]([C:8]2[CH:13]=[CH:12][CH:11]=[CH:10][CH:9]=2)[N:7]=1, predict the reactants needed to synthesize it. The reactants are: [NH2:1][C:2]1[C:3]([C:21]#[N:22])=[N:4][C:5]([C:14]2[CH:19]=[CH:18][C:17](=[O:20])[NH:16][CH:15]=2)=[C:6]([C:8]2[CH:13]=[CH:12][CH:11]=[CH:10][CH:9]=2)[N:7]=1.CI.[CH3:25]COC(C)=O.O. (3) The reactants are: II.[Mg].Br[C:5]1[S:6][CH:7]=[CH:8][CH:9]=1.[C:10]([O:14][C:15]([N:17]1[CH2:22][CH2:21][C:20](C#N)([N:23]([CH3:25])[CH3:24])[CH2:19][CH2:18]1)=[O:16])([CH3:13])([CH3:12])[CH3:11].[NH4+].[Cl-]. Given the product [C:10]([O:14][C:15]([N:17]1[CH2:18][CH2:19][C:20]([N:23]([CH3:25])[CH3:24])([C:5]2[S:6][CH:7]=[CH:8][CH:9]=2)[CH2:21][CH2:22]1)=[O:16])([CH3:13])([CH3:12])[CH3:11], predict the reactants needed to synthesize it. (4) Given the product [C:23]1([C:26]2[CH:31]=[CH:30][CH:29]=[CH:28][CH:27]=2)[CH:22]=[CH:21][C:20]([CH:13]([CH2:14][CH:15]2[CH2:19][CH2:18][CH2:17][CH2:16]2)[C:12]([NH:11][C:8]2[S:9][CH:10]=[C:6]([CH2:4][OH:3])[N:7]=2)=[O:32])=[CH:25][CH:24]=1, predict the reactants needed to synthesize it. The reactants are: C([O:3][C:4]([C:6]1[N:7]=[C:8]([NH:11][C:12](=[O:32])[CH:13]([C:20]2[CH:25]=[CH:24][C:23]([C:26]3[CH:31]=[CH:30][CH:29]=[CH:28][CH:27]=3)=[CH:22][CH:21]=2)[CH2:14][CH:15]2[CH2:19][CH2:18][CH2:17][CH2:16]2)[S:9][CH:10]=1)=O)C.[H-].[Al+3].[Li+].[H-].[H-].[H-]. (5) Given the product [NH2:1][C@@H:2]1[C:11]2[C:6](=[CH:7][CH:8]=[CH:9][CH:10]=2)[C@H:5]([O:12][C:20]2[CH:21]=[CH:22][C:17]([C:15]#[N:16])=[N:18][CH:19]=2)[CH2:4][CH2:3]1, predict the reactants needed to synthesize it. The reactants are: [NH2:1][C@@H:2]1[C:11]2[C:6](=[CH:7][CH:8]=[CH:9][CH:10]=2)[C@H:5]([OH:12])[CH2:4][CH2:3]1.[H-].[Na+].[C:15]([C:17]1[CH:22]=[CH:21][C:20](F)=[CH:19][N:18]=1)#[N:16]. (6) Given the product [Cl:1][C:2]1[C:3]([O:12][C:13]2[CH:18]=[C:17]([O:19][CH2:20][CH:21]3[CH2:25][CH2:24][CH2:23][O:22]3)[CH:16]=[CH:15][C:14]=2/[CH:26]=[CH:27]/[C:28]([OH:30])=[O:29])=[N:4][CH:5]=[C:6]([C:8]([F:11])([F:10])[F:9])[CH:7]=1, predict the reactants needed to synthesize it. The reactants are: [Cl:1][C:2]1[C:3]([O:12][C:13]2[CH:18]=[C:17]([O:19][CH2:20][CH:21]3[CH2:25][CH2:24][CH2:23][O:22]3)[CH:16]=[CH:15][C:14]=2/[CH:26]=[CH:27]/[C:28]([O:30]CC)=[O:29])=[N:4][CH:5]=[C:6]([C:8]([F:11])([F:10])[F:9])[CH:7]=1.[OH-].[Na+].O1CCCC1.Cl. (7) Given the product [C:21]([C:23]1[CH:24]=[CH:25][C:26]([N:29]2[C:33]([CH3:34])=[C:32]([C:35]([N:18]3[C:15]4[CH:16]=[C:17]5[C:12]([CH:11]=[CH:10][N:9]=[C:8]5[N:5]5[CH2:4][CH2:3][N:2]([CH3:1])[CH2:7][CH2:6]5)=[CH:13][C:14]=4[CH2:20][CH2:19]3)=[O:36])[CH:31]=[N:30]2)=[CH:27][CH:28]=1)#[N:22], predict the reactants needed to synthesize it. The reactants are: [CH3:1][N:2]1[CH2:7][CH2:6][N:5]([C:8]2[C:17]3[C:12](=[CH:13][C:14]4[CH2:20][CH2:19][NH:18][C:15]=4[CH:16]=3)[CH:11]=[CH:10][N:9]=2)[CH2:4][CH2:3]1.[C:21]([C:23]1[CH:28]=[CH:27][C:26]([N:29]2[C:33]([CH3:34])=[C:32]([C:35](OCC)=[O:36])[CH:31]=[N:30]2)=[CH:25][CH:24]=1)#[N:22].